Dataset: Forward reaction prediction with 1.9M reactions from USPTO patents (1976-2016). Task: Predict the product of the given reaction. Given the reactants CO[C:3]([C:5]1[N:6]([CH3:22])[N:7]=[C:8]([O:10][CH2:11][C:12]2[C:13]([CH2:18][CH2:19][CH2:20][CH3:21])=[N:14][O:15][C:16]=2[CH3:17])[CH:9]=1)=[O:4].[NH2:23][CH:24]1[CH2:28][CH2:27][O:26][CH2:25]1, predict the reaction product. The product is: [O:26]1[CH2:27][CH2:28][CH:24]([NH:23][C:3]([C:5]2[N:6]([CH3:22])[N:7]=[C:8]([O:10][CH2:11][C:12]3[C:13]([CH2:18][CH2:19][CH2:20][CH3:21])=[N:14][O:15][C:16]=3[CH3:17])[CH:9]=2)=[O:4])[CH2:25]1.